Dataset: Peptide-MHC class I binding affinity with 185,985 pairs from IEDB/IMGT. Task: Regression. Given a peptide amino acid sequence and an MHC pseudo amino acid sequence, predict their binding affinity value. This is MHC class I binding data. The peptide sequence is ISYTYNDNW. The MHC is HLA-B35:01 with pseudo-sequence HLA-B35:01. The binding affinity (normalized) is 0.0847.